Task: Predict the product of the given reaction.. Dataset: Forward reaction prediction with 1.9M reactions from USPTO patents (1976-2016) (1) Given the reactants [NH2:1][C:2]1[N:11]=[C:10]([C:12]([N:14]2[CH2:22][C:21]3[C:16](=[CH:17][CH:18]=[CH:19][CH:20]=3)[CH2:15]2)=[O:13])[C:9]2[C:4](=[CH:5][CH:6]=[C:7]([C:23]3[CH:30]=[CH:29][C:28]([F:31])=[CH:27][C:24]=3[CH:25]=O)[CH:8]=2)[N:3]=1.[CH3:32][CH:33]1[CH2:37][CH2:36][CH2:35][NH:34]1.C(O)(=O)C.C(O[BH-](OC(=O)C)OC(=O)C)(=O)C.[Na+], predict the reaction product. The product is: [NH2:1][C:2]1[N:11]=[C:10]([C:12]([N:14]2[CH2:22][C:21]3[C:16](=[CH:17][CH:18]=[CH:19][CH:20]=3)[CH2:15]2)=[O:13])[C:9]2[C:4](=[CH:5][CH:6]=[C:7]([C:23]3[CH:30]=[CH:29][C:28]([F:31])=[CH:27][C:24]=3[CH2:25][N:34]3[CH2:35][CH2:36][CH2:37][CH:33]3[CH3:32])[CH:8]=2)[N:3]=1. (2) Given the reactants [I-].[CH3:2][S+](C)(C)=O.[H-].[Na+].[H][H].[Cl:11][C:12]1[CH:13]=[C:14]([C:22]2[N:26]=[C:25]([C:27]3[CH:32]=[CH:31][C:30](/[CH:33]=[CH:34]\[C:35]([O:37][CH3:38])=[O:36])=[CH:29][CH:28]=3)[O:24][N:23]=2)[CH:15]=[CH:16][C:17]=1[O:18][CH:19]([CH3:21])[CH3:20], predict the reaction product. The product is: [Cl:11][C:12]1[CH:13]=[C:14]([C:22]2[N:26]=[C:25]([C:27]3[CH:28]=[CH:29][C:30]([C@@H:33]4[CH2:2][C@H:34]4[C:35]([O:37][CH3:38])=[O:36])=[CH:31][CH:32]=3)[O:24][N:23]=2)[CH:15]=[CH:16][C:17]=1[O:18][CH:19]([CH3:21])[CH3:20]. (3) Given the reactants Cl[C:2]1[N:7]=[N:6][C:5]2[O:8][C:9]3[CH:15]=[CH:14][CH:13]=[CH:12][C:10]=3[O:11][C:4]=2[CH:3]=1.[I-:16].[Na+].I, predict the reaction product. The product is: [I:16][C:2]1[N:7]=[N:6][C:5]2[O:8][C:9]3[CH:15]=[CH:14][CH:13]=[CH:12][C:10]=3[O:11][C:4]=2[CH:3]=1. (4) Given the reactants Br[CH:2]1[CH2:8][CH2:7][N:6]([CH:9]2[CH2:12][CH2:11][CH2:10]2)[CH2:5][CH2:4][C:3]1=O.[S:14]1[CH:18]=[C:17]([C:19]2[CH:24]=[CH:23][C:22]([C:25](=[S:27])[NH2:26])=[CH:21][CH:20]=2)[N:16]=[N:15]1, predict the reaction product. The product is: [CH:9]1([N:6]2[CH2:7][CH2:8][C:2]3[S:27][C:25]([C:22]4[CH:23]=[CH:24][C:19]([C:17]5[N:16]=[N:15][S:14][CH:18]=5)=[CH:20][CH:21]=4)=[N:26][C:3]=3[CH2:4][CH2:5]2)[CH2:12][CH2:11][CH2:10]1. (5) Given the reactants COC1C=C(OC)C=CC=1C[N:6]1[CH2:9][CH:8]([NH:10][C:11]([C:13]2[S:29][C:16]3=[N:17][C:18]4[C:23]([CH:24]=[C:15]3[CH:14]=2)=[CH:22][C:21]([C:25]([CH3:28])([CH3:27])[CH3:26])=[CH:20][CH:19]=4)=[O:12])[C:7]1=[O:30], predict the reaction product. The product is: [O:30]=[C:7]1[CH:8]([NH:10][C:11]([C:13]2[S:29][C:16]3=[N:17][C:18]4[C:23]([CH:24]=[C:15]3[CH:14]=2)=[CH:22][C:21]([C:25]([CH3:27])([CH3:26])[CH3:28])=[CH:20][CH:19]=4)=[O:12])[CH2:9][NH:6]1. (6) Given the reactants [CH3:1][O:2][C:3]1[CH:4]=[C:5]2[C:10](=[CH:11][C:12]=1[O:13][CH3:14])[N:9]=[CH:8][N:7]=[C:6]2[O:15][C:16]1[CH:22]=[CH:21][C:19]([NH2:20])=[C:18]([N+:23]([O-:25])=[O:24])[CH:17]=1.Cl[C:27](Cl)([O:29][C:30](=[O:36])OC(Cl)(Cl)Cl)Cl.[CH:38]1(CO)[CH2:44][CH2:43][CH2:42][CH2:41][CH2:40][CH2:39]1.C(=O)(O)[O-].[Na+], predict the reaction product. The product is: [CH3:1][O:2][C:3]1[CH:4]=[C:5]2[C:10](=[CH:11][C:12]=1[O:13][CH3:14])[N:9]=[CH:8][N:7]=[C:6]2[O:15][C:16]1[CH:22]=[CH:21][C:19]([NH:20][C:30](=[O:36])[O:29][CH2:27][CH:38]2[CH2:44][CH2:43][CH2:42][CH2:41][CH2:40][CH2:39]2)=[C:18]([N+:23]([O-:25])=[O:24])[CH:17]=1.